From a dataset of Full USPTO retrosynthesis dataset with 1.9M reactions from patents (1976-2016). Predict the reactants needed to synthesize the given product. (1) The reactants are: S([N:11]1[C:19]2[C:14](=[CH:15][CH:16]=[CH:17][CH:18]=2)[C:13]([CH2:20][N:21]2[CH2:26][CH2:25][CH2:24][C:23]3([CH2:31][CH2:30][NH:29][CH2:28][CH2:27]3)[C:22]2=[O:32])=[CH:12]1)(C1C=CC(C)=CC=1)(=O)=O.Cl[C:34]1[N:39]=[C:38]([CH3:40])[CH:37]=[C:36]([CH3:41])[N:35]=1. Given the product [NH:11]1[C:19]2[C:14](=[CH:15][CH:16]=[CH:17][CH:18]=2)[C:13]([CH2:20][N:21]2[CH2:26][CH2:25][CH2:24][C:23]3([CH2:31][CH2:30][N:29]([C:34]4[N:39]=[C:38]([CH3:40])[CH:37]=[C:36]([CH3:41])[N:35]=4)[CH2:28][CH2:27]3)[C:22]2=[O:32])=[CH:12]1, predict the reactants needed to synthesize it. (2) Given the product [CH2:1]([S:3]([C:6]1[CH:7]=[CH:8][C:9]([O:19][CH:16]([CH3:18])[CH3:17])=[C:10]([CH:14]=1)[C:11]([OH:13])=[O:12])(=[O:5])=[O:4])[CH3:2], predict the reactants needed to synthesize it. The reactants are: [CH2:1]([S:3]([C:6]1[CH:7]=[CH:8][C:9](F)=[C:10]([CH:14]=1)[C:11]([OH:13])=[O:12])(=[O:5])=[O:4])[CH3:2].[CH:16]([OH:19])([CH3:18])[CH3:17]. (3) The reactants are: ClS(C1C=C(C=CC=1F)C(O)=O)(=O)=O.[CH:15]1([NH2:20])[CH2:19][CH2:18][CH2:17][CH2:16]1.[Cl:21][C:22]1[CH:30]=[C:29]([F:31])[C:28]([S:32](NCC)(=[O:34])=[O:33])=[CH:27][C:23]=1[C:24]([OH:26])=[O:25]. Given the product [Cl:21][C:22]1[CH:30]=[C:29]([F:31])[C:28]([S:32]([NH:20][CH:15]2[CH2:19][CH2:18][CH2:17][CH2:16]2)(=[O:34])=[O:33])=[CH:27][C:23]=1[C:24]([OH:26])=[O:25], predict the reactants needed to synthesize it. (4) Given the product [C:5](/[N:6]=[C:8](\[S:9][CH3:1])/[NH:7][C:10]1[CH:15]=[CH:14][C:13]([S:16]([C:19]([F:22])([F:20])[F:21])(=[O:18])=[O:17])=[CH:12][CH:11]=1)#[N:4], predict the reactants needed to synthesize it. The reactants are: [CH3:1][O-].[Na+].[N:4]#[C:5][NH2:6].[N:7]([C:10]1[CH:15]=[CH:14][C:13]([S:16]([C:19]([F:22])([F:21])[F:20])(=[O:18])=[O:17])=[CH:12][CH:11]=1)=[C:8]=[S:9].IC. (5) Given the product [F:13][C:14]1[CH:28]=[C:27]([F:29])[CH:26]=[CH:25][C:15]=1[CH2:16][N:17]([CH2:18][CH2:19][CH2:20][CH2:21][CH2:22][CH2:23][CH3:24])[C:10](=[O:12])[CH2:9][CH2:8][C:5]1[CH:4]=[CH:3][C:2]([OH:1])=[CH:7][CH:6]=1, predict the reactants needed to synthesize it. The reactants are: [OH:1][C:2]1[CH:7]=[CH:6][C:5]([CH2:8][CH2:9][C:10]([OH:12])=O)=[CH:4][CH:3]=1.[F:13][C:14]1[CH:28]=[C:27]([F:29])[CH:26]=[CH:25][C:15]=1[CH2:16][NH:17][CH2:18][CH2:19][CH2:20][CH2:21][CH2:22][CH2:23][CH3:24].CN(C(ON1N=NC2C=CC=CC1=2)=[N+](C)C)C.[B-](F)(F)(F)F.CCN(C(C)C)C(C)C.C(=O)([O-])O.[Na+].